This data is from Forward reaction prediction with 1.9M reactions from USPTO patents (1976-2016). The task is: Predict the product of the given reaction. (1) Given the reactants [Cl-].O[NH3+:3].[C:4](=[O:7])([O-])[OH:5].[Na+].CS(C)=O.[OH:13][C:14]([CH3:53])([CH3:52])[CH:15]([CH3:51])[O:16][C@H:17]1[CH2:22][CH2:21][C@H:20]([N:23]2[C:28](=[O:29])[C:27]([CH2:30][C:31]3[CH:36]=[CH:35][C:34]([C:37]4[C:38]([C:43]#[N:44])=[CH:39][CH:40]=[CH:41][CH:42]=4)=[CH:33][CH:32]=3)=[C:26]([CH2:45][CH2:46][CH3:47])[N:25]3[N:48]=[CH:49][CH:50]=[C:24]23)[CH2:19][CH2:18]1, predict the reaction product. The product is: [OH:13][C:14]([CH3:52])([CH3:53])[CH:15]([CH3:51])[O:16][C@H:17]1[CH2:22][CH2:21][C@H:20]([N:23]2[C:28](=[O:29])[C:27]([CH2:30][C:31]3[CH:36]=[CH:35][C:34]([C:37]4[CH:42]=[CH:41][CH:40]=[CH:39][C:38]=4[C:43]4[NH:3][C:4](=[O:7])[O:5][N:44]=4)=[CH:33][CH:32]=3)=[C:26]([CH2:45][CH2:46][CH3:47])[N:25]3[N:48]=[CH:49][CH:50]=[C:24]23)[CH2:19][CH2:18]1. (2) Given the reactants F[C:2]1[CH:21]=[CH:20][C:5]([C:6]([NH:8][C:9]2[CH:14]=[CH:13][C:12]([O:15][C:16]([F:19])([F:18])[F:17])=[CH:11][CH:10]=2)=[O:7])=[CH:4][C:3]=1[C:22]1[S:26][CH:25]=[N:24][CH:23]=1.[NH:27]1[CH2:31][CH2:30][C@@H:29]([OH:32])[CH2:28]1, predict the reaction product. The product is: [OH:32][C@@H:29]1[CH2:30][CH2:31][N:27]([C:2]2[CH:21]=[CH:20][C:5]([C:6]([NH:8][C:9]3[CH:14]=[CH:13][C:12]([O:15][C:16]([F:19])([F:18])[F:17])=[CH:11][CH:10]=3)=[O:7])=[CH:4][C:3]=2[C:22]2[S:26][CH:25]=[N:24][CH:23]=2)[CH2:28]1. (3) Given the reactants [C:1]1([C:7]2[CH:8]=[C:9]3[C:13](=[CH:14][CH:15]=2)[NH:12][C:11](=[O:16])[CH2:10]3)[CH:6]=[CH:5][CH:4]=[CH:3][CH:2]=1.[CH:17]([C:19]1[NH:20][C:21]([CH3:39])=[C:22]([S:29]([C:32]2[CH:37]=[CH:36][C:35]([CH3:38])=[CH:34][CH:33]=2)(=[O:31])=[O:30])[C:23]=1[CH2:24][CH2:25][C:26]([OH:28])=[O:27])=O.N1CCCCC1, predict the reaction product. The product is: [CH3:39][C:21]1[NH:20][C:19](/[CH:17]=[C:10]2\[C:11](=[O:16])[NH:12][C:13]3[C:9]\2=[CH:8][C:7]([C:1]2[CH:2]=[CH:3][CH:4]=[CH:5][CH:6]=2)=[CH:15][CH:14]=3)=[C:23]([CH2:24][CH2:25][C:26]([OH:28])=[O:27])[C:22]=1[S:29]([C:32]1[CH:37]=[CH:36][C:35]([CH3:38])=[CH:34][CH:33]=1)(=[O:31])=[O:30]. (4) Given the reactants [C:1]([C:3]1[CH:8]=[CH:7][C:6]([O:9][C:10]2[CH:15]=[CH:14][C:13]([NH:16][C:17](=[O:22])[C:18]([CH3:21])([CH3:20])[NH2:19])=[CH:12][CH:11]=2)=[CH:5][C:4]=1[O:23][CH3:24])#[N:2].C(N(CC)CC)C.[C:32](=O)(OC(Cl)(Cl)Cl)[O:33]C(Cl)(Cl)Cl, predict the reaction product. The product is: [CH3:21][C:18]1([CH3:20])[C:17](=[O:22])[N:16]([C:13]2[CH:12]=[CH:11][C:10]([O:9][C:6]3[CH:7]=[CH:8][C:3]([C:1]#[N:2])=[C:4]([O:23][CH3:24])[CH:5]=3)=[CH:15][CH:14]=2)[C:32](=[O:33])[NH:19]1. (5) Given the reactants [NH:1]1[C:9]2[C:4](=[N:5][CH:6]=[CH:7][CH:8]=2)[C:3]([C:10]([C@H:12]2[CH2:16][CH2:15][CH2:14][N:13]2C(OCC)=O)=O)=[CH:2]1.[H-].[Al+3].[Li+].[H-].[H-].[H-], predict the reaction product. The product is: [NH:13]1[CH2:14][CH2:15][CH2:16][C@@H:12]1[CH2:10][C:3]1[C:4]2=[N:5][CH:6]=[CH:7][CH:8]=[C:9]2[NH:1][CH:2]=1. (6) Given the reactants Br[C:2]1[CH:7]=[CH:6][C:5]([N:8]2[C:12]3=[N:13][C:14]4[C:19]([Cl:20])=[CH:18][CH:17]=[C:16]([CH:21]([CH2:24][CH3:25])[CH2:22][CH3:23])[C:15]=4[N:11]3[CH2:10][CH2:9]2)=[C:4]([Cl:26])[CH:3]=1.C([Li])CCC.CN(C)[CH:34]=[O:35], predict the reaction product. The product is: [Cl:26][C:4]1[CH:3]=[C:2]([CH:7]=[CH:6][C:5]=1[N:8]1[C:12]2=[N:13][C:14]3[C:19]([Cl:20])=[CH:18][CH:17]=[C:16]([CH:21]([CH2:24][CH3:25])[CH2:22][CH3:23])[C:15]=3[N:11]2[CH2:10][CH2:9]1)[CH:34]=[O:35].